Dataset: Experimentally validated miRNA-target interactions with 360,000+ pairs, plus equal number of negative samples. Task: Binary Classification. Given a miRNA mature sequence and a target amino acid sequence, predict their likelihood of interaction. (1) The miRNA is hsa-miR-605-3p with sequence AGAAGGCACUAUGAGAUUUAGA. The protein sequence of the target gene is MESNWTVHVFSRTLCHMLLWTAVLNLAAGTHDLPKAVVKLEPPWIQVLKEDTVTLTCEGTHNPGNSSTQWFHNGRSIRSQVQASYTFKATVNDSGEYRCQMEQTRLSDPVDLGVISDWLLLQTPQLVFLEGETITLRCHSWRNKLLNRISFFHNEKSVRYHHYSSNFSIPKANHSHSGDYYCKGSLGRTLHQSKPVTITVQGPKSSRSLPVLTIVAAVTGIAVAAIVIILVSLVYLKKKQVPALPGNPDHREMGETLPEEVGEYRQPSGGSVPVSPGPPSGLEPTSSSPYNPPDLEEAAK.... Result: 0 (no interaction). (2) The miRNA is hsa-miR-154-3p with sequence AAUCAUACACGGUUGACCUAUU. The protein sequence of the target gene is MCGSALAFFTAAFVCLQNDRRGPASFLWAAWVFSLVLGLGQGEDNRCASSNAASCARCLALGPECGWCVQEDFISGGSRSERCDIVSNLISKGCSVDSIEYPSVHVIIPTENEINTQVTPGEVSIQLRPGAEANFMLKVHPLKKYPVDLYYLVDVSASMHNNIEKLNSVGNDLSRKMAFFSRDFRLGFGSYVDKTVSPYISIHPERIHNQCSDYNLDCMPPHGYIHVLSLTENITEFEKAVHRQKISGNIDTPEGGFDAMLQAAVCESHIGWRKEAKRLLLVMTDQTSHLALDSKLAGIV.... Result: 1 (interaction). (3) The miRNA is hsa-miR-1269b with sequence CUGGACUGAGCCAUGCUACUGG. The protein sequence of the target gene is MEKPTSSTNGEKRKSPCDSNSKNDEMQETPNRDLVLEPSLKKMKTSEYSTVLVLCYRKTKKIHSNQLENDQS. Result: 1 (interaction). (4) Result: 1 (interaction). The protein sequence of the target gene is MAAFGILSYEHRPLKRPRLGPPDVYPQDPKQKEDELTALNVKQGFNNQPAVSGDEHGSAKNVSFNPAKISSNFSSIIAEKLRCNTLPDTGRRKPQVNQKDNFWLVTARSQSAINTWFTDLAGTKPLTQLAKKVPIFSKKEEVFGYLAKYTVPVMRAAWLIKMTCAYYAAISETKVKKRHVDPFMEWTQIITKYLWEQLQKMAEYYRPGPAGSGGCGSTIGPLPHDVEVAIRQWDYTEKLAMFMFQDGMLDRHEFLTWVLECFEKIRPGEDELLKLLLPLLLRYSGEFVQSAYLSRRLAYF.... The miRNA is hsa-miR-454-3p with sequence UAGUGCAAUAUUGCUUAUAGGGU. (5) The miRNA is hsa-miR-3138 with sequence UGUGGACAGUGAGGUAGAGGGAGU. The protein sequence of the target gene is MCSYYHMKKRSVSGCNITIFAVMFSHLSAGKSPCGNQANVLCISRLEFVQYQS. Result: 0 (no interaction). (6) The miRNA is hsa-miR-512-3p with sequence AAGUGCUGUCAUAGCUGAGGUC. The protein sequence of the target gene is MSEKEGMSEVLEDTISQFRKESRSQSMKEPGFIKETSNLINEASDYLEGKSSNQIYETHPRQNTLESTSSSGRKSKRNEEQKKNLQFSETSTRTGTSQSLSSLTGRTAEYQALVNFLSHETVGEVSPQVSEENQKQLGLGADNFTVNLEAKGLQEFPKDILKIKYVKYLYLDKNQIKTFQGADSGDLLGLEILSLQENGLSSLPSEIQLLHNLRILNVSHNHISHIPKEISQLGNIRQLFFYNNYIENFPSDLECLGNLEILSLGKNKLRHIPDTLPSLKTLRVLNLEYNQLTTFPKALC.... Result: 1 (interaction).